From a dataset of Reaction yield outcomes from USPTO patents with 853,638 reactions. Predict the reaction yield, written as a fraction of the theoretical maximum amount of product (1.0 means a 100% yield; for example, 0.34 means a 34% yield). (1) The reactants are Br[C:2]1[CH:3]=[C:4]([CH:12]=[CH:13][C:14]=1[F:15])[CH2:5][N:6]1[CH2:11][CH2:10][O:9][CH2:8][CH2:7]1.C([Li])CCC.CON(C)[C:24](=[O:26])[CH3:25]. The catalyst is C1COCC1.CCCCCC. The product is [F:15][C:14]1[CH:13]=[CH:12][C:4]([CH2:5][N:6]2[CH2:11][CH2:10][O:9][CH2:8][CH2:7]2)=[CH:3][C:2]=1[C:24](=[O:26])[CH3:25]. The yield is 0.640. (2) The reactants are P([O-])([O-])([O-])=O.[K+].[K+].[K+].N[C@@H]1CCCC[C@H]1N.I[C:18]1[CH:34]=[CH:33][C:21]([O:22][C@H:23]2[CH2:26][C@H:25]([N:27]3[CH2:32][CH2:31][CH2:30][CH2:29][CH2:28]3)[CH2:24]2)=[CH:20][CH:19]=1.[N:35]1([CH2:41][C@@H:42]2[CH2:46][O:45][C:44](=[O:47])[NH:43]2)[CH2:40][CH2:39][O:38][CH2:37][CH2:36]1. The catalyst is O1CCOCC1.C(OCC)(=O)C.[Cu](I)I. The product is [N:35]1([CH2:41][C@@H:42]2[CH2:46][O:45][C:44](=[O:47])[N:43]2[C:18]2[CH:34]=[CH:33][C:21]([O:22][C@H:23]3[CH2:26][C@H:25]([N:27]4[CH2:32][CH2:31][CH2:30][CH2:29][CH2:28]4)[CH2:24]3)=[CH:20][CH:19]=2)[CH2:40][CH2:39][O:38][CH2:37][CH2:36]1. The yield is 0.700. (3) The reactants are [C:1]([C:4]1[CH:5]=[C:6]([NH:12]C(=O)CCC)[CH:7]=[CH:8][C:9]=1[O:10][CH3:11])(=[O:3])[CH3:2].[OH-].[Na+]. The catalyst is Cl.O. The product is [NH2:12][C:6]1[CH:7]=[CH:8][C:9]([O:10][CH3:11])=[C:4]([C:1](=[O:3])[CH3:2])[CH:5]=1. The yield is 0.930. (4) The reactants are [Br:1][C:2]1[CH:16]=[CH:15][CH:14]=[C:13]([N+:17]([O-])=O)[C:3]=1[CH2:4][O:5][Si:6]([C:9]([CH3:12])([CH3:11])[CH3:10])([CH3:8])[CH3:7].C(O)C.[Cl-].[NH4+]. The catalyst is [Fe].O. The yield is 1.00. The product is [Br:1][C:2]1[C:3]([CH2:4][O:5][Si:6]([C:9]([CH3:12])([CH3:11])[CH3:10])([CH3:7])[CH3:8])=[C:13]([CH:14]=[CH:15][CH:16]=1)[NH2:17]. (5) The reactants are [CH3:1][C:2]1[N:3]([C:8]2[CH:9]=[C:10]([C:18](OC)=[O:19])[CH:11]=[C:12]([CH:17]=2)[C:13](OC)=[O:14])[C:4]([CH3:7])=[CH:5][CH:6]=1.CC(C[Al]CC(C)C)C. The catalyst is C1COCC1. The product is [CH3:1][C:2]1[N:3]([C:8]2[CH:17]=[C:12]([CH2:13][OH:14])[CH:11]=[C:10]([CH2:18][OH:19])[CH:9]=2)[C:4]([CH3:7])=[CH:5][CH:6]=1. The yield is 0.970. (6) The reactants are [C:1]([O:5][C:6]([N:8]1[CH2:15][CH:14]2[NH:16][CH:10]([CH2:11][N:12]([CH2:17][C:18]3[CH:23]=[CH:22][C:21]([F:24])=[CH:20][CH:19]=3)[CH2:13]2)[CH2:9]1)=[O:7])([CH3:4])([CH3:3])[CH3:2].[Cl:25][C:26]1[CH:31]=[CH:30][C:29](/[CH:32]=[CH:33]/[C:34](O)=[O:35])=[C:28]([NH:37][C:38](=[O:43])[C:39]([F:42])([F:41])[F:40])[CH:27]=1.CCN=C=NCCCN(C)C.Cl.Cl. The catalyst is C(Cl)Cl. The product is [C:1]([O:5][C:6]([N:8]1[CH2:9][CH:10]2[N:16]([C:34](=[O:35])/[CH:33]=[CH:32]/[C:29]3[CH:30]=[CH:31][C:26]([Cl:25])=[CH:27][C:28]=3[NH:37][C:38](=[O:43])[C:39]([F:41])([F:40])[F:42])[CH:14]([CH2:13][N:12]([CH2:17][C:18]3[CH:19]=[CH:20][C:21]([F:24])=[CH:22][CH:23]=3)[CH2:11]2)[CH2:15]1)=[O:7])([CH3:4])([CH3:2])[CH3:3]. The yield is 0.690. (7) The reactants are [CH3:1][O:2][C:3]1[CH:4]=[C:5]2[C:10](=[CH:11][CH:12]=1)[N:9]=[C:8]([C:13]1[CH:14]=[N:15][CH:16]=[CH:17][CH:18]=1)[N:7]=[C:6]2O.O=S(Cl)[Cl:22].[NH4+].[OH-]. The catalyst is CN(C=O)C. The product is [Cl:22][C:6]1[C:5]2[C:10](=[CH:11][CH:12]=[C:3]([O:2][CH3:1])[CH:4]=2)[N:9]=[C:8]([C:13]2[CH:14]=[N:15][CH:16]=[CH:17][CH:18]=2)[N:7]=1. The yield is 1.00. (8) The reactants are [NH2:1][C:2]1[C:9]([O:10][CH2:11][CH2:12][C:13]2[CH:18]=[CH:17][CH:16]=[CH:15][N:14]=2)=[CH:8][C:7](B2OC(C)(C)C(C)(C)O2)=[CH:6][C:3]=1[C:4]#[N:5].[OH-].[Na+].OO.Cl.C(=O)([O-])[OH:34].[Na+]. The catalyst is CO. The product is [NH2:1][C:2]1[C:9]([O:10][CH2:11][CH2:12][C:13]2[CH:18]=[CH:17][CH:16]=[CH:15][N:14]=2)=[CH:8][C:7]([OH:34])=[CH:6][C:3]=1[C:4]#[N:5]. The yield is 0.780.